From a dataset of Reaction yield outcomes from USPTO patents with 853,638 reactions. Predict the reaction yield, written as a fraction of the theoretical maximum amount of product (1.0 means a 100% yield; for example, 0.34 means a 34% yield). The reactants are [Br:1][C:2]1[C:3]([NH:9][CH:10]2[CH2:15][CH2:14][O:13][CH2:12][CH2:11]2)=[N:4][C:5](Cl)=[N:6][CH:7]=1.[NH3:16].C(OCC)(=O)C. The catalyst is C(O)(C)C. The product is [Br:1][C:2]1[C:3]([NH:9][CH:10]2[CH2:15][CH2:14][O:13][CH2:12][CH2:11]2)=[N:4][C:5]([NH2:16])=[N:6][CH:7]=1. The yield is 0.770.